From a dataset of Full USPTO retrosynthesis dataset with 1.9M reactions from patents (1976-2016). Predict the reactants needed to synthesize the given product. (1) Given the product [Br:1][C:2]1[C:9]([F:10])=[CH:8][C:5]([CH2:6][N:15]2[CH2:16][CH2:17][O:18][CH2:19][C@@H:14]2[CH3:13])=[C:4]([F:11])[CH:3]=1, predict the reactants needed to synthesize it. The reactants are: [Br:1][C:2]1[C:9]([F:10])=[CH:8][C:5]([CH:6]=O)=[C:4]([F:11])[CH:3]=1.Cl.[CH3:13][C@H:14]1[CH2:19][O:18][CH2:17][CH2:16][NH:15]1.C(O[BH-](OC(=O)C)OC(=O)C)(=O)C.[Na+].C(N(CC)CC)C.C([O-])(O)=O.[Na+]. (2) Given the product [CH3:32][CH:31]([CH3:33])[CH2:30][C@H:26]([NH:25][C:23](=[O:24])[O:22][C:18]([CH3:21])([CH3:20])[CH3:19])[C:27]([NH:17][C:7]1[CH:8]=[CH:9][C:10]2[C:11]3[C:12](=[CH:13][N:14]=[CH:15][CH:16]=3)[CH:3]([CH3:2])[O:4][C:5]=2[CH:6]=1)=[O:28], predict the reactants needed to synthesize it. The reactants are: Cl.[CH3:2][CH:3]1[C:12]2=[CH:13][N:14]=[CH:15][CH:16]=[C:11]2[C:10]2[CH:9]=[CH:8][C:7]([NH2:17])=[CH:6][C:5]=2[O:4]1.[C:18]([O:22][C:23]([NH:25][C@@H:26]([CH2:30][CH:31]([CH3:33])[CH3:32])[C:27](O)=[O:28])=[O:24])([CH3:21])([CH3:20])[CH3:19].O=P(Cl)(Cl)Cl.